From a dataset of Peptide-MHC class I binding affinity with 185,985 pairs from IEDB/IMGT. Regression. Given a peptide amino acid sequence and an MHC pseudo amino acid sequence, predict their binding affinity value. This is MHC class I binding data. (1) The peptide sequence is KEKDMTKEF. The MHC is HLA-B07:02 with pseudo-sequence HLA-B07:02. The binding affinity (normalized) is 0.0847. (2) The peptide sequence is TMMINPFM. The MHC is Mamu-B01 with pseudo-sequence Mamu-B01. The binding affinity (normalized) is 0. (3) The peptide sequence is AAFLDDNAF. The MHC is HLA-A30:01 with pseudo-sequence HLA-A30:01. The binding affinity (normalized) is 0.0847. (4) The peptide sequence is FLPSKYFPSV. The MHC is HLA-A02:02 with pseudo-sequence HLA-A02:02. The binding affinity (normalized) is 0.839. (5) The binding affinity (normalized) is 0. The MHC is HLA-A02:06 with pseudo-sequence HLA-A02:06. The peptide sequence is NSSKVSQNY. (6) The peptide sequence is STLNFNNLH. The MHC is HLA-B07:02 with pseudo-sequence HLA-B07:02. The binding affinity (normalized) is 0.194. (7) The peptide sequence is EPSGNNYHI. The MHC is HLA-B51:01 with pseudo-sequence HLA-B51:01. The binding affinity (normalized) is 0.396.